Dataset: Peptide-MHC class I binding affinity with 185,985 pairs from IEDB/IMGT. Task: Regression. Given a peptide amino acid sequence and an MHC pseudo amino acid sequence, predict their binding affinity value. This is MHC class I binding data. (1) The peptide sequence is REVFDYLLP. The MHC is HLA-A11:01 with pseudo-sequence HLA-A11:01. The binding affinity (normalized) is 0.0847. (2) The peptide sequence is DELWRGLLA. The MHC is HLA-A02:01 with pseudo-sequence HLA-A02:01. The binding affinity (normalized) is 0.0847. (3) The peptide sequence is FGLPRIVAR. The MHC is Mamu-B6601 with pseudo-sequence Mamu-B6601. The binding affinity (normalized) is 0.653. (4) The binding affinity (normalized) is 0.0847. The MHC is HLA-A01:01 with pseudo-sequence HLA-A01:01. The peptide sequence is REFYLRVGF. (5) The peptide sequence is KETLYRIDG. The MHC is HLA-B40:02 with pseudo-sequence HLA-B40:02. The binding affinity (normalized) is 0.00859. (6) The peptide sequence is FPRIWLHGL. The MHC is HLA-B18:01 with pseudo-sequence HLA-B18:01. The binding affinity (normalized) is 0. (7) The binding affinity (normalized) is 0.350. The MHC is HLA-A68:01 with pseudo-sequence HLA-A68:01. The peptide sequence is VTYVPSQER.